From a dataset of Peptide-MHC class I binding affinity with 185,985 pairs from IEDB/IMGT. Regression. Given a peptide amino acid sequence and an MHC pseudo amino acid sequence, predict their binding affinity value. This is MHC class I binding data. The peptide sequence is KAIIDTAQF. The MHC is HLA-A02:01 with pseudo-sequence HLA-A02:01. The binding affinity (normalized) is 0.0847.